Task: Regression. Given two drug SMILES strings and cell line genomic features, predict the synergy score measuring deviation from expected non-interaction effect.. Dataset: Merck oncology drug combination screen with 23,052 pairs across 39 cell lines (1) Drug 1: NC1(c2ccc(-c3nc4ccn5c(=O)[nH]nc5c4cc3-c3ccccc3)cc2)CCC1. Drug 2: Cn1c(=O)n(-c2ccc(C(C)(C)C#N)cc2)c2c3cc(-c4cnc5ccccc5c4)ccc3ncc21. Cell line: OVCAR3. Synergy scores: synergy=32.0. (2) Drug 1: CC(=O)OC1C(=O)C2(C)C(O)CC3OCC3(OC(C)=O)C2C(OC(=O)c2ccccc2)C2(O)CC(OC(=O)C(O)C(NC(=O)c3ccccc3)c3ccccc3)C(C)=C1C2(C)C. Drug 2: O=C(NOCC(O)CO)c1ccc(F)c(F)c1Nc1ccc(I)cc1F. Cell line: UWB1289BRCA1. Synergy scores: synergy=6.98. (3) Drug 1: C#Cc1cccc(Nc2ncnc3cc(OCCOC)c(OCCOC)cc23)c1. Drug 2: COC1=C2CC(C)CC(OC)C(O)C(C)C=C(C)C(OC(N)=O)C(OC)C=CC=C(C)C(=O)NC(=CC1=O)C2=O. Cell line: OV90. Synergy scores: synergy=-8.96.